This data is from Full USPTO retrosynthesis dataset with 1.9M reactions from patents (1976-2016). The task is: Predict the reactants needed to synthesize the given product. Given the product [CH2:1]([O:8][C:9]1[C:14](=[O:31])[CH:13]=[CH:12][C:11](=[O:15])[C:10]=1[O:23][CH2:24][C:25]1[CH:26]=[CH:27][CH:28]=[CH:29][CH:30]=1)[C:2]1[CH:7]=[CH:6][CH:5]=[CH:4][CH:3]=1, predict the reactants needed to synthesize it. The reactants are: [CH2:1]([O:8][C:9]1[CH:14]=[CH:13][CH:12]=[C:11]([O:15]CC2C=CC=CC=2)[C:10]=1[O:23][CH2:24][C:25]1[CH:30]=[CH:29][CH:28]=[CH:27][CH:26]=1)[C:2]1[CH:7]=[CH:6][CH:5]=[CH:4][CH:3]=1.[OH:31]O.